Dataset: Catalyst prediction with 721,799 reactions and 888 catalyst types from USPTO. Task: Predict which catalyst facilitates the given reaction. Reactant: C1(=O)[NH:5]C(=O)C2=CC=CC=C12.C1(P(C2C=CC=CC=2)C2C=CC=CC=2)C=CC=CC=1.N(C(OC(C)C)=O)=NC(OC(C)C)=O.O[CH:46]1[CH2:51][CH2:50][CH2:49][N:48]([C:52]2[N:56]([CH2:57][CH:58]=[C:59]([CH3:61])[CH3:60])[C:55]([C:62]([NH:64][CH2:65][C:66]3[C:75]4[C:70](=[CH:71][CH:72]=[CH:73][CH:74]=4)[CH:69]=[CH:68][CH:67]=3)=[O:63])=[N:54][N:53]=2)[CH2:47]1. Product: [NH2:5][CH:46]1[CH2:51][CH2:50][CH2:49][N:48]([C:52]2[N:56]([CH2:57][CH:58]=[C:59]([CH3:61])[CH3:60])[C:55]([C:62]([NH:64][CH2:65][C:66]3[C:75]4[C:70](=[CH:71][CH:72]=[CH:73][CH:74]=4)[CH:69]=[CH:68][CH:67]=3)=[O:63])=[N:54][N:53]=2)[CH2:47]1. The catalyst class is: 7.